This data is from Reaction yield outcomes from USPTO patents with 853,638 reactions. The task is: Predict the reaction yield, written as a fraction of the theoretical maximum amount of product (1.0 means a 100% yield; for example, 0.34 means a 34% yield). (1) The reactants are [CH2:1]([O:3][C:4](=[O:32])[CH2:5][N:6]1[C:14]2[CH2:13][CH2:12][CH2:11][C@@H:10]([NH:15][S:16]([C:19]3[CH:24]=[C:23]([C:25]([F:28])([F:27])[F:26])[CH:22]=[C:21]([C:29]([CH3:31])=[CH2:30])[CH:20]=3)(=[O:18])=[O:17])[C:9]=2[CH:8]=[N:7]1)[CH3:2]. The catalyst is CO.[Pd]. The product is [CH2:1]([O:3][C:4](=[O:32])[CH2:5][N:6]1[C:14]2[CH2:13][CH2:12][CH2:11][C@@H:10]([NH:15][S:16]([C:19]3[CH:24]=[C:23]([C:25]([F:27])([F:28])[F:26])[CH:22]=[C:21]([CH:29]([CH3:31])[CH3:30])[CH:20]=3)(=[O:18])=[O:17])[C:9]=2[CH:8]=[N:7]1)[CH3:2]. The yield is 0.968. (2) The catalyst is CS(C)=O. The product is [N:25]1[C:30]2[CH:31]=[CH:32][S:33][C:29]=2[C:28]([N:34]2[CH2:9][CH2:8][CH:7]([O:10][C:11](=[O:24])[NH:12][C:13]3[CH:14]=[N:15][C:16]([O:19][CH:20]4[CH2:21][CH2:22][CH2:23]4)=[CH:17][CH:18]=3)[CH2:6]2)=[N:27][CH:26]=1. The yield is 0.280. The reactants are [N+](C1[CH:9]=[CH:8][C:7]([O:10][C:11](=[O:24])[NH:12][C:13]2[CH:14]=[N:15][C:16]([O:19][CH:20]3[CH2:23][CH2:22][CH2:21]3)=[CH:17][CH:18]=2)=[CH:6]C=1)([O-])=O.[N:25]1[C:30]2[CH:31]=[CH:32][S:33][C:29]=2[C:28]([N:34]2CCC(O)C2)=[N:27][CH:26]=1.CCN(C(C)C)C(C)C. (3) The reactants are [C:1](Cl)(=[O:8])[C:2]1[CH:7]=[CH:6][CH:5]=[CH:4][CH:3]=1.N[S:11][C:12]#[N:13].[N:14]1([CH:19]([C:23]2[CH:28]=[CH:27][C:26]([NH2:29])=[CH:25][CH:24]=2)[CH:20]([CH3:22])[CH3:21])[CH:18]=[CH:17][N:16]=[CH:15]1. The catalyst is CC(=O)C. The product is [C:1]([NH:13][C:12]([NH:29][C:26]1[CH:25]=[CH:24][C:23]([CH:19]([N:14]2[CH:18]=[CH:17][N:16]=[CH:15]2)[CH:20]([CH3:22])[CH3:21])=[CH:28][CH:27]=1)=[S:11])(=[O:8])[C:2]1[CH:7]=[CH:6][CH:5]=[CH:4][CH:3]=1. The yield is 0.720. (4) The reactants are Cl.[Cl:2][C:3]1[CH:8]=[CH:7][N:6]=[C:5]([C:9]([O:11]C)=O)[CH:4]=1.[CH3:13][NH2:14]. The catalyst is CO.C1COCC1. The product is [Cl:2][C:3]1[CH:8]=[CH:7][N:6]=[C:5]([C:9]([NH:14][CH3:13])=[O:11])[CH:4]=1. The yield is 0.970. (5) The reactants are [O:1]1[C:5]2[CH:6]=[CH:7][C:8]([OH:10])=[CH:9][C:4]=2[O:3][CH2:2]1.C([Mg]Cl)(C)C.[Cl:16][C:17]1[CH:25]=[CH:24][CH:23]=[C:22]2[C:18]=1[C:19](=[O:27])[C:20](=[O:26])[NH:21]2. The catalyst is O1CCCC1. The product is [Cl:16][C:17]1[CH:25]=[CH:24][CH:23]=[C:22]2[C:18]=1[C:19]([OH:27])([C:7]1[C:8]([OH:10])=[CH:9][C:4]3[O:3][CH2:2][O:1][C:5]=3[CH:6]=1)[C:20](=[O:26])[NH:21]2. The yield is 0.950. (6) The reactants are [CH3:1][N:2]([CH3:15])[C:3]1[C:11]2[C:6](=[N:7][CH:8]=[C:9]([N+:12]([O-])=O)[CH:10]=2)[NH:5][CH:4]=1.[H][H]. The catalyst is CO.CCOC(C)=O.[Pd]. The product is [CH3:1][N:2]([CH3:15])[C:3]1[C:11]2[C:6](=[N:7][CH:8]=[C:9]([NH2:12])[CH:10]=2)[NH:5][CH:4]=1. The yield is 0.400.